Dataset: Catalyst prediction with 721,799 reactions and 888 catalyst types from USPTO. Task: Predict which catalyst facilitates the given reaction. Reactant: [F:1][C:2]1[CH:7]=[CH:6][C:5]([CH2:8][C:9]2[CH:10]=[C:11]([NH:18][C:19]3[CH:24]=[CH:23][C:22]([O:25][CH3:26])=[CH:21][CH:20]=3)[C:12]([C:15]([OH:17])=[O:16])=[N:13][CH:14]=2)=[CH:4][CH:3]=1.[C:27](=O)([O-])[O-].[K+].[K+].IC. Product: [F:1][C:2]1[CH:3]=[CH:4][C:5]([CH2:8][C:9]2[CH:10]=[C:11]([NH:18][C:19]3[CH:20]=[CH:21][C:22]([O:25][CH3:26])=[CH:23][CH:24]=3)[C:12]([C:15]([O:17][CH3:27])=[O:16])=[N:13][CH:14]=2)=[CH:6][CH:7]=1. The catalyst class is: 288.